This data is from Full USPTO retrosynthesis dataset with 1.9M reactions from patents (1976-2016). The task is: Predict the reactants needed to synthesize the given product. (1) Given the product [CH:28]([C:21]1([C:24]([O:26][CH3:27])=[O:25])[CH2:22][CH2:23][O:18][CH2:19][CH2:20]1)=[O:29], predict the reactants needed to synthesize it. The reactants are: C1(C)C=CC=CC=1.[H-].C([Al+]CC(C)C)C(C)C.[O:18]1[CH2:23][CH2:22][C:21]([C:28](OC)=[O:29])([C:24]([O:26][CH3:27])=[O:25])[CH2:20][CH2:19]1. (2) The reactants are: [NH2:1][C:2]1[CH:7]=[CH:6][C:5]([N+:8]([O-:10])=[O:9])=[CH:4][C:3]=1[OH:11].[Br:12]Br.O. Given the product [NH2:1][C:2]1[C:7]([Br:12])=[CH:6][C:5]([N+:8]([O-:10])=[O:9])=[CH:4][C:3]=1[OH:11], predict the reactants needed to synthesize it. (3) Given the product [Cl:24][C:3](=[N:2][OH:1])[C@H:4]1[CH2:9][C@@H:8]2[C@@H:6]([CH2:7]2)[N:5]1[C:10]([O:12][C:13]([CH3:16])([CH3:15])[CH3:14])=[O:11], predict the reactants needed to synthesize it. The reactants are: [OH:1][N:2]=[CH:3][C@H:4]1[CH2:9][C@@H:8]2[C@@H:6]([CH2:7]2)[N:5]1[C:10]([O:12][C:13]([CH3:16])([CH3:15])[CH3:14])=[O:11].C1C(=O)N([Cl:24])C(=O)C1. (4) Given the product [Cl:21][C:13]1[N:11]2[CH:12]=[C:7]([S:4]([N:3]([CH2:17][CH3:18])[CH2:1][CH3:2])(=[O:6])=[O:5])[CH:8]=[CH:9][C:10]2=[N:15][N:14]=1, predict the reactants needed to synthesize it. The reactants are: [CH2:1]([N:3]([CH2:17][CH3:18])[S:4]([C:7]1[CH:8]=[CH:9][C:10]2[N:11]([C:13](=O)[NH:14][N:15]=2)[CH:12]=1)(=[O:6])=[O:5])[CH3:2].O=P(Cl)(Cl)[Cl:21].C([O-])(O)=O.[Na+]. (5) Given the product [N:12]1([C:2]2[CH:7]=[C:6]([C:8]([F:11])([F:10])[F:9])[N:5]=[CH:4][N:3]=2)[CH2:17][CH2:16][NH:15][CH2:14][CH2:13]1, predict the reactants needed to synthesize it. The reactants are: Cl[C:2]1[CH:7]=[C:6]([C:8]([F:11])([F:10])[F:9])[N:5]=[CH:4][N:3]=1.[NH:12]1[CH2:17][CH2:16][NH:15][CH2:14][CH2:13]1.C(N(CC)CC)C. (6) Given the product [C:24]([NH:28][S:29]([C:32]1[CH:37]=[C:36]([C:2]2[CH:7]=[CH:6][CH:5]=[C:4]([C:8]3[N:13]=[C:12]([C:14]4[S:15][C:16]([Cl:19])=[CH:17][CH:18]=4)[CH:11]=[C:10]([C:20]([F:23])([F:21])[F:22])[N:9]=3)[CH:3]=2)[CH:35]=[CH:34][CH:33]=1)(=[O:31])=[O:30])([CH3:27])([CH3:25])[CH3:26], predict the reactants needed to synthesize it. The reactants are: Br[C:2]1[CH:3]=[C:4]([C:8]2[N:13]=[C:12]([C:14]3[S:15][C:16]([Cl:19])=[CH:17][CH:18]=3)[CH:11]=[C:10]([C:20]([F:23])([F:22])[F:21])[N:9]=2)[CH:5]=[CH:6][CH:7]=1.[C:24]([NH:28][S:29]([C:32]1[CH:33]=[C:34](B(O)O)[CH:35]=[CH:36][CH:37]=1)(=[O:31])=[O:30])([CH3:27])([CH3:26])[CH3:25]. (7) Given the product [Cl:14][C:15]1[C:20]([O:1][C:2]2[CH:13]=[CH:12][C:5]([C:6]([N:8]([O:10][CH3:11])[CH3:9])=[O:7])=[CH:4][CH:3]=2)=[N:19][CH:18]=[CH:17][N:16]=1, predict the reactants needed to synthesize it. The reactants are: [OH:1][C:2]1[CH:13]=[CH:12][C:5]([C:6]([N:8]([O:10][CH3:11])[CH3:9])=[O:7])=[CH:4][CH:3]=1.[Cl:14][C:15]1[C:20](Cl)=[N:19][CH:18]=[CH:17][N:16]=1.C(=O)([O-])[O-].[K+].[K+]. (8) The reactants are: [NH2:1][C@@H:2]1[CH2:7][CH2:6][C@H:5]([NH:8][C:9]([C:11]2[C:15]3[N:16]=[CH:17][N:18]=[C:19]([C:20]4[CH:25]=[CH:24][C:23]([O:26][CH3:27])=[CH:22][C:21]=4[O:28][CH2:29][CH:30]4[CH2:32][CH2:31]4)[C:14]=3[NH:13][CH:12]=2)=[O:10])[CH2:4][CH2:3]1.[CH3:33][O:34][CH2:35][C:36](Cl)=[O:37]. Given the product [CH3:33][O:34][CH2:35][C:36]([NH:1][C@@H:2]1[CH2:7][CH2:6][C@H:5]([NH:8][C:9]([C:11]2[C:15]3[N:16]=[CH:17][N:18]=[C:19]([C:20]4[CH:25]=[CH:24][C:23]([O:26][CH3:27])=[CH:22][C:21]=4[O:28][CH2:29][CH:30]4[CH2:31][CH2:32]4)[C:14]=3[NH:13][CH:12]=2)=[O:10])[CH2:4][CH2:3]1)=[O:37], predict the reactants needed to synthesize it.